This data is from Catalyst prediction with 721,799 reactions and 888 catalyst types from USPTO. The task is: Predict which catalyst facilitates the given reaction. Reactant: [OH:1][C:2]1[CH:7]=[C:6]([CH3:8])[N:5]([C:9]2[CH:10]=[C:11]([CH:16]=[CH:17][CH:18]=2)[C:12]([O:14][CH3:15])=[O:13])[C:4](=[O:19])[CH:3]=1.C([O-])([O-])=O.[K+].[K+].[F:26][C:27]1[CH:34]=[C:33]([F:35])[CH:32]=[CH:31][C:28]=1[CH2:29]Br. Product: [F:26][C:27]1[CH:34]=[C:33]([F:35])[CH:32]=[CH:31][C:28]=1[CH2:29][O:1][C:2]1[CH:7]=[C:6]([CH3:8])[N:5]([C:9]2[CH:10]=[C:11]([CH:16]=[CH:17][CH:18]=2)[C:12]([O:14][CH3:15])=[O:13])[C:4](=[O:19])[CH:3]=1. The catalyst class is: 35.